This data is from Catalyst prediction with 721,799 reactions and 888 catalyst types from USPTO. The task is: Predict which catalyst facilitates the given reaction. (1) Reactant: Cl.Cl.[NH2:3][CH:4]([C:16]1[CH:21]=[CH:20][CH:19]=[CH:18][CH:17]=1)[C:5]([O:7][C@@H:8]1[CH:13]2[CH2:14][CH2:15][N:10]([CH2:11][CH2:12]2)[CH2:9]1)=[O:6].C(N(CC)CC)C.[C:29](Cl)(=[O:36])[C:30]1[CH:35]=[CH:34][CH:33]=[CH:32][CH:31]=1. Product: [C:29]([NH:3][CH:4]([C:16]1[CH:21]=[CH:20][CH:19]=[CH:18][CH:17]=1)[C:5]([O:7][C@@H:8]1[CH:13]2[CH2:12][CH2:11][N:10]([CH2:15][CH2:14]2)[CH2:9]1)=[O:6])(=[O:36])[C:30]1[CH:35]=[CH:34][CH:33]=[CH:32][CH:31]=1. The catalyst class is: 2. (2) Reactant: [Br:1][C:2]1[C:3]([CH3:9])=[C:4]([CH:6]=[CH:7][CH:8]=1)[NH2:5].[S:10]1[CH:14]=[CH:13][N:12]=[C:11]1[CH2:15][C:16](O)=[O:17].CCN(C(C)C)C(C)C.CN(C(ON1N=NC2C=CC=NC1=2)=[N+](C)C)C.F[P-](F)(F)(F)(F)F. Product: [Br:1][C:2]1[C:3]([CH3:9])=[C:4]([NH:5][C:16](=[O:17])[CH2:15][C:11]2[S:10][CH:14]=[CH:13][N:12]=2)[CH:6]=[CH:7][CH:8]=1. The catalyst class is: 31. (3) The catalyst class is: 57. Reactant: Br[C:2]1[CH:3]=[CH:4][C:5]([C:8]([OH:10])=[O:9])=[N:6][CH:7]=1.[C:11]([CH2:14][CH2:15][C:16]1[CH:21]=[CH:20][C:19](B(O)O)=[CH:18][CH:17]=1)([OH:13])=[O:12].C(=O)([O-])[O-].[Na+].[Na+]. Product: [C:11]([CH2:14][CH2:15][C:16]1[CH:21]=[CH:20][C:19]([C:2]2[CH:3]=[CH:4][C:5]([C:8]([OH:10])=[O:9])=[N:6][CH:7]=2)=[CH:18][CH:17]=1)([OH:13])=[O:12]. (4) Reactant: [CH:1]1([C@@H:4]([C:18]2[CH:23]=[CH:22][CH:21]=[CH:20][CH:19]=2)[NH:5][C:6]([C:8]2[CH:9]=[C:10]3[C:14](=[CH:15][CH:16]=2)[NH:13][N:12]=[C:11]3I)=[O:7])[CH2:3][CH2:2]1.[CH3:24][N:25]1[CH2:30][CH2:29][CH:28]([O:31][C:32]2[CH:37]=[CH:36][C:35](B3OC(C)(C)C(C)(C)O3)=[CH:34][CH:33]=2)[CH2:27][CH2:26]1.C([O-])([O-])=O.[Na+].[Na+]. Product: [CH:1]1([C@@H:4]([C:18]2[CH:23]=[CH:22][CH:21]=[CH:20][CH:19]=2)[NH:5][C:6]([C:8]2[CH:9]=[C:10]3[C:14](=[CH:15][CH:16]=2)[NH:13][N:12]=[C:11]3[C:35]2[CH:36]=[CH:37][C:32]([O:31][CH:28]3[CH2:27][CH2:26][N:25]([CH3:24])[CH2:30][CH2:29]3)=[CH:33][CH:34]=2)=[O:7])[CH2:3][CH2:2]1. The catalyst class is: 780. (5) Reactant: [C:1]1([CH3:25])[CH:6]=[CH:5][CH:4]=[C:3]([CH:7]2[N:11]([C:12]3[CH:17]=[CH:16][C:15]([O:18][C:19]([F:22])([F:21])[F:20])=[CH:14][CH:13]=3)[C:10](=[O:23])[C:9](=O)[CH2:8]2)[CH:2]=1.[CH3:26][C:27]([NH2:39])([C:29]1[CH:30]=[N:31][C:32]([C:35]([F:38])([F:37])[F:36])=[CH:33][CH:34]=1)[CH3:28].N#N. Product: [CH3:28][C:27]([NH:39][C:9]1[C:10](=[O:23])[N:11]([C:12]2[CH:13]=[CH:14][C:15]([O:18][C:19]([F:21])([F:20])[F:22])=[CH:16][CH:17]=2)[CH:7]([C:3]2[CH:2]=[C:1]([CH3:25])[CH:6]=[CH:5][CH:4]=2)[CH:8]=1)([C:29]1[CH:30]=[N:31][C:32]([C:35]([F:37])([F:38])[F:36])=[CH:33][CH:34]=1)[CH3:26]. The catalyst class is: 11.